This data is from Reaction yield outcomes from USPTO patents with 853,638 reactions. The task is: Predict the reaction yield, written as a fraction of the theoretical maximum amount of product (1.0 means a 100% yield; for example, 0.34 means a 34% yield). (1) The reactants are [I:1][C:2]1[CH:12]=[N:11][C:5]2[NH:6][CH2:7][C:8](=[O:10])[NH:9][C:4]=2[CH:3]=1.[F:13][C:14]1[CH:15]=[CH:16][C:17]([C:22]([F:25])([F:24])[F:23])=[C:18]([CH:21]=1)[CH2:19]Br. No catalyst specified. The product is [F:13][C:14]1[CH:15]=[CH:16][C:17]([C:22]([F:23])([F:24])[F:25])=[C:18]([CH:21]=1)[CH2:19][N:9]1[C:8](=[O:10])[CH2:7][NH:6][C:5]2[N:11]=[CH:12][C:2]([I:1])=[CH:3][C:4]1=2. The yield is 0.510. (2) The reactants are O.[OH-].[Li+].[CH2:4]([O:11][C:12]1[CH:33]=[CH:32][C:15]([CH2:16][O:17]/[N:18]=[C:19](/[C:26]2[CH:31]=[CH:30][CH:29]=[CH:28][CH:27]=2)\[CH2:20][CH2:21][C:22]([O:24]C)=[O:23])=[CH:14][CH:13]=1)[C:5]1[CH:10]=[CH:9][CH:8]=[CH:7][CH:6]=1.O.Cl. The catalyst is O1CCCC1.CO. The product is [CH2:4]([O:11][C:12]1[CH:33]=[CH:32][C:15]([CH2:16][O:17]/[N:18]=[C:19](/[C:26]2[CH:31]=[CH:30][CH:29]=[CH:28][CH:27]=2)\[CH2:20][CH2:21][C:22]([OH:24])=[O:23])=[CH:14][CH:13]=1)[C:5]1[CH:6]=[CH:7][CH:8]=[CH:9][CH:10]=1. The yield is 0.720. (3) The reactants are [Br:1][C:2]1[CH:7]=[C:6]([F:8])[C:5]([CH3:9])=[CH:4][C:3]=1[C:10]([OH:13])([CH3:12])[CH3:11].Cl[CH2:15][O:16][CH2:17][CH3:18].O. The product is [Br:1][C:2]1[CH:7]=[C:6]([F:8])[C:5]([CH3:9])=[CH:4][C:3]=1[C:10]([O:13][CH2:15][O:16][CH2:17][CH3:18])([CH3:11])[CH3:12]. The yield is 0.890. The catalyst is CN(C=O)C.CCN(C(C)C)C(C)C.